From a dataset of Forward reaction prediction with 1.9M reactions from USPTO patents (1976-2016). Predict the product of the given reaction. (1) Given the reactants [C:1]([C:3]1[CH:15]=[C:14]2[C:6]([C:7]3[C:8](=[O:25])[C:9]4[CH:21]=[CH:20][C:19]([C:22](O)=[O:23])=[CH:18][C:10]=4[C:11]([CH3:17])([CH3:16])[C:12]=3[NH:13]2)=[CH:5][CH:4]=1)#[N:2].[CH3:26][O:27][CH2:28][CH2:29][N:30]1[CH2:35][CH2:34][NH:33][CH2:32][CH2:31]1, predict the reaction product. The product is: [CH3:26][O:27][CH2:28][CH2:29][N:30]1[CH2:35][CH2:34][N:33]([C:22]([C:19]2[CH:20]=[CH:21][C:9]3[C:8](=[O:25])[C:7]4[C:6]5[C:14](=[CH:15][C:3]([C:1]#[N:2])=[CH:4][CH:5]=5)[NH:13][C:12]=4[C:11]([CH3:17])([CH3:16])[C:10]=3[CH:18]=2)=[O:23])[CH2:32][CH2:31]1. (2) Given the reactants [CH3:1][O:2][C:3]1[CH:8]=[CH:7][CH:6]=[CH:5][C:4]=1B(O)O.[N:12]1([CH2:17][C:18]2[CH:19]=[CH:20][C:21](Br)=[N:22][CH:23]=2)[CH:16]=[CH:15][N:14]=[CH:13]1, predict the reaction product. The product is: [N:12]1([CH2:17][C:18]2[CH:19]=[CH:20][C:21]([C:4]3[CH:5]=[CH:6][CH:7]=[CH:8][C:3]=3[O:2][CH3:1])=[N:22][CH:23]=2)[CH:16]=[CH:15][N:14]=[CH:13]1. (3) Given the reactants F[C:2]1[CH:11]=[C:10]2[C:5]([C:6](=[O:12])[NH:7][CH:8]=[N:9]2)=[CH:4][CH:3]=1.[CH3:13][N:14]1[CH2:20][CH2:19][CH2:18][NH:17][CH2:16][CH2:15]1, predict the reaction product. The product is: [CH3:13][N:14]1[CH2:20][CH2:19][CH2:18][N:17]([C:2]2[CH:11]=[C:10]3[C:5]([C:6](=[O:12])[NH:7][CH:8]=[N:9]3)=[CH:4][CH:3]=2)[CH2:16][CH2:15]1. (4) The product is: [ClH:1].[CH3:9][O:8][C:6]1[N:7]=[C:2]([C:32]2[CH:33]=[CH:34][C:35]3[O:39][CH:38]([C:40]([OH:42])=[O:41])[CH2:37][C:36]=3[CH:43]=2)[CH:3]=[C:4]([NH:10][CH2:11][CH2:12][C:13]2[CH:18]=[CH:17][C:16]([O:19][C:20]([F:23])([F:22])[F:21])=[CH:15][CH:14]=2)[N:5]=1. Given the reactants [Cl:1][C:2]1[N:7]=[C:6]([O:8][CH3:9])[N:5]=[C:4]([NH:10][CH2:11][CH2:12][C:13]2[CH:18]=[CH:17][C:16]([O:19][C:20]([F:23])([F:22])[F:21])=[CH:15][CH:14]=2)[CH:3]=1.CC1(C)C(C)(C)OB([C:32]2[CH:33]=[CH:34][C:35]3[O:39][CH:38]([C:40]([OH:42])=[O:41])[CH2:37][C:36]=3[CH:43]=2)O1.C([O-])([O-])=O.[Cs+].[Cs+], predict the reaction product. (5) Given the reactants [NH2:1][C:2]1[CH:7]=[CH:6][CH:5]=[CH:4][CH:3]=1.CCN(C(C)C)C(C)C.Br[CH2:18][C:19]([O:21][CH2:22][CH3:23])=[O:20], predict the reaction product. The product is: [C:2]1([NH:1][CH2:18][C:19]([O:21][CH2:22][CH3:23])=[O:20])[CH:7]=[CH:6][CH:5]=[CH:4][CH:3]=1.